From a dataset of Catalyst prediction with 721,799 reactions and 888 catalyst types from USPTO. Predict which catalyst facilitates the given reaction. (1) Reactant: [Br:1][C:2]1[CH:7]=[CH:6][C:5]([C:8]2[O:12][CH:11]=[N:10][C:9]=2C(O)=O)=[CH:4][CH:3]=1.[C:16]1([C@H:22]([OH:24])[CH3:23])[CH:21]=[CH:20][CH:19]=[CH:18][CH:17]=1.C([N:27]([CH2:30]C)CC)C.C1(P(N=[N+]=[N-])(C2C=CC=CC=2)=[O:39])C=CC=CC=1. Product: [C:16]1([C@H:22]([O:24][C:30](=[O:39])[NH:27][C:9]2[N:10]=[CH:11][O:12][C:8]=2[C:5]2[CH:4]=[CH:3][C:2]([Br:1])=[CH:7][CH:6]=2)[CH3:23])[CH:21]=[CH:20][CH:19]=[CH:18][CH:17]=1. The catalyst class is: 11. (2) Reactant: [Cl:1][C:2]1[N:7]=[C:6](Cl)[C:5]([F:9])=[CH:4][N:3]=1.[CH3:10][C:11]1[CH:17]=[CH:16][C:15]([C:18]([CH3:21])([CH3:20])[CH3:19])=[CH:14][C:12]=1[NH2:13].C(N(C(C)C)CC)(C)C. Product: [C:18]([C:15]1[CH:16]=[CH:17][C:11]([CH3:10])=[C:12]([NH:13][C:6]2[C:5]([F:9])=[CH:4][N:3]=[C:2]([Cl:1])[N:7]=2)[CH:14]=1)([CH3:21])([CH3:20])[CH3:19]. The catalyst class is: 8. (3) Reactant: [NH:1]1[C:5]2=[N:6][CH:7]=[CH:8][CH:9]=[C:4]2[CH:3]=[C:2]1[C:10](OC)=[O:11].[H-].[H-].[H-].[H-].[Li+].[Al+3]. Product: [NH:1]1[C:5]2=[N:6][CH:7]=[CH:8][CH:9]=[C:4]2[CH:3]=[C:2]1[CH2:10][OH:11]. The catalyst class is: 1. (4) Reactant: Br[C:2]1[N:3]=[C:4]([C:23]2[O:24][C:25]([C:28]3[S:29][CH:30]=[CH:31][C:32]=3[CH3:33])=[N:26][N:27]=2)[C:5]([N:8]([C:16]([O:18][C:19]([CH3:22])([CH3:21])[CH3:20])=[O:17])[C:9](=[O:15])[O:10][C:11]([CH3:14])([CH3:13])[CH3:12])=[N:6][CH:7]=1.[C:34]([C:36]1[CH:37]=[C:38]([CH:55]=[CH:56][C:57]=1B1OC(C)(C)C(C)(C)O1)[C:39]([N:41]1[CH2:47][CH2:46][CH2:45][N:44]([C:48]([O:50][C:51]([CH3:54])([CH3:53])[CH3:52])=[O:49])[CH2:43][CH2:42]1)=[O:40])#[N:35].C([O-])([O-])=O.[Na+].[Na+]. Product: [C:11]([O:10][C:9]([N:8]([C:16]([O:18][C:19]([CH3:22])([CH3:21])[CH3:20])=[O:17])[C:5]1[N:6]=[CH:7][C:2]([C:57]2[CH:56]=[CH:55][C:38]([C:39]([N:41]3[CH2:47][CH2:46][CH2:45][N:44]([C:48]([O:50][C:51]([CH3:52])([CH3:54])[CH3:53])=[O:49])[CH2:43][CH2:42]3)=[O:40])=[CH:37][C:36]=2[C:34]#[N:35])=[N:3][C:4]=1[C:23]1[O:24][C:25]([C:28]2[S:29][CH:30]=[CH:31][C:32]=2[CH3:33])=[N:26][N:27]=1)=[O:15])([CH3:14])([CH3:13])[CH3:12]. The catalyst class is: 173. (5) Reactant: C(OP([CH2:9][C:10]#[N:11])(=O)OCC)C.C[Si]([N-][Si](C)(C)C)(C)C.[Li+].[CH2:22]([O:24][C:25]1[CH:26]=[C:27]([C:33]([C:35]2[CH:45]=[CH:44][C:38]3[N:39]([CH3:43])[CH2:40][CH2:41][O:42][C:37]=3[CH:36]=2)=O)[CH:28]=[CH:29][C:30]=1[O:31][CH3:32])[CH3:23]. Product: [CH2:22]([O:24][C:25]1[CH:26]=[C:27]([C:33]([C:35]2[CH:45]=[CH:44][C:38]3[N:39]([CH3:43])[CH2:40][CH2:41][O:42][C:37]=3[CH:36]=2)=[CH:9][C:10]#[N:11])[CH:28]=[CH:29][C:30]=1[O:31][CH3:32])[CH3:23]. The catalyst class is: 1. (6) Reactant: [C:1]([O:5][C:6]([N:8]1[CH2:13][CH2:12][CH:11]([C:14]([OH:16])=[O:15])[CH2:10][CH2:9]1)=[O:7])([CH3:4])([CH3:3])[CH3:2].C(=O)([O-])[O-].[K+].[K+].[CH2:23](Br)[CH:24]=[CH2:25].O. Product: [C:1]([O:5][C:6]([N:8]1[CH2:13][CH2:12][CH:11]([C:14]([O:16][CH2:25][CH:24]=[CH2:23])=[O:15])[CH2:10][CH2:9]1)=[O:7])([CH3:4])([CH3:2])[CH3:3]. The catalyst class is: 9.